Dataset: Tyrosyl-DNA phosphodiesterase HTS with 341,365 compounds. Task: Binary Classification. Given a drug SMILES string, predict its activity (active/inactive) in a high-throughput screening assay against a specified biological target. (1) The compound is S(=O)(=O)(NCCC)c1cc2c3N(CCCc3c1)C(=O)C2C. The result is 0 (inactive). (2) The drug is Brc1c(NC(=O)c2c(noc2C)c2c(Cl)cccc2Cl)c(Br)cc(c1)C. The result is 0 (inactive). (3) The molecule is Fc1ccc(Cn2c(CNC(=O)Nc3c(cccc3)C(OCC)=O)ccc2)cc1. The result is 0 (inactive). (4) The result is 0 (inactive). The drug is S1c2c(N(C(=O)C1)CC=C)cc(cc2)C(OCC)=O. (5) The drug is s1c2nc(SCC(=O)/C(=C(\N)C)C#N)n(c(=O)c2cc1CC)CC=C. The result is 0 (inactive). (6) The molecule is O(c1cc2nc(n(c2cc1)Cc1ccccc1)N)C. The result is 0 (inactive). (7) The molecule is Clc1ncc(C(OCC(=O)Nc2ccc(S(=O)(=O)N)cc2)=O)cc1. The result is 0 (inactive).